This data is from NCI-60 drug combinations with 297,098 pairs across 59 cell lines. The task is: Regression. Given two drug SMILES strings and cell line genomic features, predict the synergy score measuring deviation from expected non-interaction effect. (1) Drug 1: CC1C(C(CC(O1)OC2CC(CC3=C2C(=C4C(=C3O)C(=O)C5=C(C4=O)C(=CC=C5)OC)O)(C(=O)CO)O)N)O.Cl. Drug 2: C1CNP(=O)(OC1)N(CCCl)CCCl. Cell line: HCC-2998. Synergy scores: CSS=13.2, Synergy_ZIP=-3.01, Synergy_Bliss=-0.886, Synergy_Loewe=4.20, Synergy_HSA=4.33. (2) Drug 1: C1=C(C(=O)NC(=O)N1)N(CCCl)CCCl. Drug 2: C1=CC(=CC=C1C#N)C(C2=CC=C(C=C2)C#N)N3C=NC=N3. Cell line: RXF 393. Synergy scores: CSS=15.3, Synergy_ZIP=-8.10, Synergy_Bliss=-0.643, Synergy_Loewe=0.0366, Synergy_HSA=0.953. (3) Drug 1: CCCS(=O)(=O)NC1=C(C(=C(C=C1)F)C(=O)C2=CNC3=C2C=C(C=N3)C4=CC=C(C=C4)Cl)F. Drug 2: CC12CCC3C(C1CCC2O)C(CC4=C3C=CC(=C4)O)CCCCCCCCCS(=O)CCCC(C(F)(F)F)(F)F. Cell line: SK-MEL-28. Synergy scores: CSS=36.4, Synergy_ZIP=5.00, Synergy_Bliss=6.97, Synergy_Loewe=-1.14, Synergy_HSA=5.91. (4) Drug 1: CN(C)C1=NC(=NC(=N1)N(C)C)N(C)C. Drug 2: CN1C(=O)N2C=NC(=C2N=N1)C(=O)N. Cell line: BT-549. Synergy scores: CSS=-8.19, Synergy_ZIP=3.42, Synergy_Bliss=1.76, Synergy_Loewe=-4.88, Synergy_HSA=-4.08. (5) Drug 1: CC(C1=C(C=CC(=C1Cl)F)Cl)OC2=C(N=CC(=C2)C3=CN(N=C3)C4CCNCC4)N. Drug 2: CNC(=O)C1=CC=CC=C1SC2=CC3=C(C=C2)C(=NN3)C=CC4=CC=CC=N4. Cell line: SK-MEL-28. Synergy scores: CSS=6.63, Synergy_ZIP=8.26, Synergy_Bliss=11.9, Synergy_Loewe=4.58, Synergy_HSA=6.30. (6) Synergy scores: CSS=34.0, Synergy_ZIP=-0.299, Synergy_Bliss=-0.168, Synergy_Loewe=-31.2, Synergy_HSA=-1.60. Cell line: HS 578T. Drug 2: CC=C1C(=O)NC(C(=O)OC2CC(=O)NC(C(=O)NC(CSSCCC=C2)C(=O)N1)C(C)C)C(C)C. Drug 1: C1=NC2=C(N=C(N=C2N1C3C(C(C(O3)CO)O)O)F)N. (7) Drug 1: CN1CCC(CC1)COC2=C(C=C3C(=C2)N=CN=C3NC4=C(C=C(C=C4)Br)F)OC. Drug 2: CC(C)(C#N)C1=CC(=CC(=C1)CN2C=NC=N2)C(C)(C)C#N. Cell line: HS 578T. Synergy scores: CSS=1.16, Synergy_ZIP=4.63, Synergy_Bliss=5.60, Synergy_Loewe=-1.96, Synergy_HSA=-0.932. (8) Drug 1: C1CN1C2=NC(=NC(=N2)N3CC3)N4CC4. Drug 2: CC1OCC2C(O1)C(C(C(O2)OC3C4COC(=O)C4C(C5=CC6=C(C=C35)OCO6)C7=CC(=C(C(=C7)OC)O)OC)O)O. Cell line: MDA-MB-231. Synergy scores: CSS=39.9, Synergy_ZIP=-9.96, Synergy_Bliss=-9.13, Synergy_Loewe=-2.66, Synergy_HSA=-0.611. (9) Drug 1: C1=CC(=CC=C1CCC2=CNC3=C2C(=O)NC(=N3)N)C(=O)NC(CCC(=O)O)C(=O)O. Drug 2: CC1=C(C=C(C=C1)C(=O)NC2=CC(=CC(=C2)C(F)(F)F)N3C=C(N=C3)C)NC4=NC=CC(=N4)C5=CN=CC=C5. Cell line: BT-549. Synergy scores: CSS=10.5, Synergy_ZIP=2.94, Synergy_Bliss=5.32, Synergy_Loewe=-4.98, Synergy_HSA=-0.334. (10) Drug 1: CC12CCC3C(C1CCC2O)C(CC4=C3C=CC(=C4)O)CCCCCCCCCS(=O)CCCC(C(F)(F)F)(F)F. Drug 2: C1=NC(=NC(=O)N1C2C(C(C(O2)CO)O)O)N. Cell line: SF-268. Synergy scores: CSS=10.0, Synergy_ZIP=-0.829, Synergy_Bliss=2.44, Synergy_Loewe=-15.5, Synergy_HSA=-6.34.